This data is from Full USPTO retrosynthesis dataset with 1.9M reactions from patents (1976-2016). The task is: Predict the reactants needed to synthesize the given product. (1) Given the product [Cl:58][C:59]1[N:67]=[CH:66][CH:65]=[C:64]([CH3:68])[C:60]=1[C:6]([NH:7][CH2:8][CH2:9][C@H:10]([N:12]1[CH2:13][CH2:14][CH:15]([N:18]([CH2:27][C:28]2[CH:33]=[CH:32][CH:31]=[C:30]([C:34]#[N:35])[N:29]=2)[C:19]2[CH:20]=[CH:21][C:22]([O:25][CH3:26])=[CH:23][CH:24]=2)[CH2:16][CH2:17]1)[CH3:11])=[O:36], predict the reactants needed to synthesize it. The reactants are: C(O[C:6](=[O:36])[NH:7][CH2:8][CH2:9][C@H:10]([N:12]1[CH2:17][CH2:16][CH:15]([N:18]([CH2:27][C:28]2[CH:33]=[CH:32][CH:31]=[C:30]([C:34]#[N:35])[N:29]=2)[C:19]2[CH:24]=[CH:23][C:22]([O:25][CH3:26])=[CH:21][CH:20]=2)[CH2:14][CH2:13]1)[CH3:11])(C)(C)C.CCN=C=NCCCN(C)C.C1C=CC2N(O)N=NC=2C=1.[Cl:58][C:59]1[N:67]=[CH:66][CH:65]=[C:64]([CH3:68])[C:60]=1C(O)=O.CCN(C(C)C)C(C)C. (2) Given the product [Cl:1][C:2]1[CH:3]=[C:4]([CH:26]=[CH:27][C:28]=1[F:29])[NH:5][C:6]1[C:15]2[C:10](=[CH:11][C:12]([O:24][CH3:25])=[CH:13][C:14]=2[O:16][CH2:17][C@@H:18]2[N:22]([C:33](=[O:34])[CH2:32][O:31][CH3:30])[CH2:21][C@@H:20]([OH:23])[CH2:19]2)[N:9]=[CH:8][N:7]=1, predict the reactants needed to synthesize it. The reactants are: [Cl:1][C:2]1[CH:3]=[C:4]([CH:26]=[CH:27][C:28]=1[F:29])[NH:5][C:6]1[C:15]2[C:10](=[CH:11][C:12]([O:24][CH3:25])=[CH:13][C:14]=2[O:16][CH2:17][C@@H:18]2[NH:22][CH2:21][C@@H:20]([OH:23])[CH2:19]2)[N:9]=[CH:8][N:7]=1.[CH3:30][O:31][CH2:32][C:33](O)=[O:34]. (3) Given the product [C:1]([C:4]1[CH:5]=[CH:6][C:7]([C:8]([NH:21][C:18]2[CH:19]=[CH:20][C:15]([O:14][CH3:13])=[CH:16][CH:17]=2)=[O:10])=[CH:11][CH:12]=1)(=[O:3])[CH3:2], predict the reactants needed to synthesize it. The reactants are: [C:1]([C:4]1[CH:12]=[CH:11][C:7]([C:8]([OH:10])=O)=[CH:6][CH:5]=1)(=[O:3])[CH3:2].[CH3:13][O:14][C:15]1[CH:20]=[CH:19][C:18]([NH2:21])=[CH:17][CH:16]=1.CCN=C=NCCCN(C)C.CCCCCC. (4) Given the product [CH:21]([C:18]1[CH:19]=[CH:20][C:15]([NH:14][C:5]2[C:4]3[C:9](=[CH:10][N:11]=[C:2]([NH:32][CH2:31][CH2:30][N:24]4[CH2:29][CH2:28][O:27][CH2:26][CH2:25]4)[CH:3]=3)[N:8]=[CH:7][C:6]=2[C:12]#[N:13])=[CH:16][CH:17]=1)([CH3:23])[CH3:22], predict the reactants needed to synthesize it. The reactants are: F[C:2]1[CH:3]=[C:4]2[C:9](=[CH:10][N:11]=1)[N:8]=[CH:7][C:6]([C:12]#[N:13])=[C:5]2[NH:14][C:15]1[CH:20]=[CH:19][C:18]([CH:21]([CH3:23])[CH3:22])=[CH:17][CH:16]=1.[N:24]1([CH2:30][CH2:31][NH2:32])[CH2:29][CH2:28][O:27][CH2:26][CH2:25]1. (5) Given the product [CH2:1]([N:8]1[CH2:9][CH:10]2[CH:12]([CH:11]2[N+:15]([O-:17])=[O:16])[CH2:13]1)[C:2]1[CH:3]=[CH:4][CH:5]=[CH:6][CH:7]=1, predict the reactants needed to synthesize it. The reactants are: [CH2:1]([N:8]1[C:13](=O)[CH:12]2[CH:10]([CH:11]2[N+:15]([O-:17])=[O:16])[C:9]1=O)[C:2]1[CH:7]=[CH:6][CH:5]=[CH:4][CH:3]=1.B. (6) Given the product [C:2]([O:5][C:6]([NH:8]/[C:9](=[CH:34]/[C:33]1[C:32]([Cl:31])=[N:39][C:38]([C:40]([F:42])([F:43])[F:41])=[CH:37][CH:36]=1)/[C:10]([O:12][CH3:13])=[O:11])=[O:7])([CH3:1])([CH3:3])[CH3:4], predict the reactants needed to synthesize it. The reactants are: [CH3:1][C:2]([O:5][C:6]([NH:8][CH:9](P(OC)(OC)=O)[C:10]([O:12][CH3:13])=[O:11])=[O:7])([CH3:4])[CH3:3].C1CCN2C(=NCCC2)CC1.[Cl:31][C:32]1[N:39]=[C:38]([C:40]([F:43])([F:42])[F:41])[CH:37]=[CH:36][C:33]=1[CH:34]=O. (7) Given the product [CH3:27][O:26][C:25]1[C:3]2[CH:2]=[C:10]3[CH:9]=[CH:8][N:7]=[C:6]([NH:11][S:12]([C:15]4[CH:21]=[CH:20][C:18]([CH3:19])=[CH:17][CH:16]=4)(=[O:14])=[O:13])[N:5]3[C:4]=2[N:22]=[CH:23][CH:24]=1, predict the reactants needed to synthesize it. The reactants are: I[C:2]1[C:3]2[C:25]([O:26][CH3:27])=[CH:24][CH:23]=[N:22][C:4]=2[N:5]2[C:10]=1[CH:9]=[CH:8][N:7]=[C:6]2[NH:11][S:12]([C:15]1[CH:21]=[CH:20][C:18]([CH3:19])=[CH:17][CH:16]=1)(=[O:14])=[O:13].C(Cl)(Cl)Cl.C1C=CC(P(C2C=CC=CC=2)C2C=CC=CC=2)=CC=1.[Li+].[Cl-]. (8) Given the product [NH2:1][C:2]1[CH:11]=[CH:10][C:5]([C:6]([O:8][CH3:9])=[O:7])=[CH:4][C:3]=1[CH:19]=[CH2:20], predict the reactants needed to synthesize it. The reactants are: [NH2:1][C:2]1[CH:11]=[CH:10][C:5]([C:6]([O:8][CH3:9])=[O:7])=[CH:4][C:3]=1I.C(=O)([O-])[O-].[K+].[K+].[C:19](OCC)(=O)[CH3:20].O.